Dataset: Forward reaction prediction with 1.9M reactions from USPTO patents (1976-2016). Task: Predict the product of the given reaction. (1) Given the reactants C1(C)C=CC(S(O)(=O)=O)=CC=1.[CH:12]1([O:17][C:18](=[O:29])[C@@H:19]([NH2:28])[CH2:20][C:21]2[CH:26]=[CH:25][C:24]([CH3:27])=[CH:23][CH:22]=2)[CH2:16][CH2:15][CH2:14][CH2:13]1.C(N(CC)CC)C.[C:37](Cl)(=[O:39])[CH3:38], predict the reaction product. The product is: [CH:12]1([O:17][C:18](=[O:29])[C@@H:19]([NH:28][C:37](=[O:39])[CH3:38])[CH2:20][C:21]2[CH:22]=[CH:23][C:24]([CH3:27])=[CH:25][CH:26]=2)[CH2:16][CH2:15][CH2:14][CH2:13]1. (2) Given the reactants [CH3:1][O:2][C:3]1[C:8]([O:9][CH3:10])=[CH:7][C:6]([N+:11]([O-])=O)=[CH:5][N:4]=1.C(O)(=O)C.S(S([O-])=O)([O-])=O.[Na+].[Na+], predict the reaction product. The product is: [CH3:10][O:9][C:8]1[CH:7]=[C:6]([NH2:11])[CH:5]=[N:4][C:3]=1[O:2][CH3:1]. (3) Given the reactants [F:1][C:2]1[CH:3]=[CH:4][C:5]([C:8]2[C:12]([CH2:13][CH2:14][C:15]3[S:16][C:17]([C:21]([OH:23])=O)=[C:18]([CH3:20])[N:19]=3)=[C:11]([CH3:24])[O:10][N:9]=2)=[N:6][CH:7]=1.[CH2:25]([NH2:27])[CH3:26], predict the reaction product. The product is: [CH2:25]([NH:27][C:21]([C:17]1[S:16][C:15]([CH2:14][CH2:13][C:12]2[C:8]([C:5]3[CH:4]=[CH:3][C:2]([F:1])=[CH:7][N:6]=3)=[N:9][O:10][C:11]=2[CH3:24])=[N:19][C:18]=1[CH3:20])=[O:23])[CH3:26].